Dataset: Reaction yield outcomes from USPTO patents with 853,638 reactions. Task: Predict the reaction yield, written as a fraction of the theoretical maximum amount of product (1.0 means a 100% yield; for example, 0.34 means a 34% yield). The reactants are [CH2:1]([O:8][C:9]1[CH:14]=[CH:13][C:12]([CH:15]([NH:26][CH2:27][CH:28]([O:31][CH3:32])[O:29][CH3:30])[CH2:16][C:17]2[CH:22]=[CH:21][CH:20]=[C:19](OCC)[CH:18]=2)=[CH:11][C:10]=1[O:33][CH3:34])[C:2]1[CH:7]=[CH:6][CH:5]=[CH:4][CH:3]=1.[C:35](=O)([O-])[O-].[K+].[K+].Cl[C:42]([O:44][CH2:45][CH3:46])=[O:43].C(OCC)(=O)C.CCCCCC. The catalyst is O1CCCC1.O.C(OCC)C. The product is [CH2:45]([O:44][C:42](=[O:43])[N:26]([CH:15]([C:12]1[CH:13]=[CH:14][C:9]([O:8][CH2:1][C:2]2[CH:7]=[CH:6][CH:5]=[CH:4][CH:3]=2)=[C:10]([O:33][CH2:34][CH3:35])[CH:11]=1)[CH2:16][C:17]1[CH:22]=[CH:21][CH:20]=[CH:19][CH:18]=1)[CH2:27][CH:28]([O:29][CH3:30])[O:31][CH3:32])[CH3:46]. The yield is 0.560.